This data is from Forward reaction prediction with 1.9M reactions from USPTO patents (1976-2016). The task is: Predict the product of the given reaction. (1) Given the reactants [NH:1]1[CH:5]=[CH:4][C:3](/[CH:6]=[CH:7]/[C:8]([O:10][CH2:11][CH2:12][CH2:13][CH3:14])=[O:9])=[CH:2]1, predict the reaction product. The product is: [NH:1]1[CH:5]=[CH:4][C:3]([CH2:6][CH2:7][C:8]([O:10][CH2:11][CH2:12][CH2:13][CH3:14])=[O:9])=[CH:2]1. (2) The product is: [OH:5][C@H:2]([CH2:1][OH:6])[CH2:3][N:34]1[CH2:33][CH2:32][C:31]2[CH:37]=[CH:38][C:28]([C:25]3[N:24]=[C:23]([C:18]4[CH:19]=[C:20]([C:21]#[N:22])[C:15]([NH:14][CH2:11][CH2:12][CH3:13])=[N:16][CH:17]=4)[O:27][N:26]=3)=[CH:29][C:30]=2[CH2:36][CH2:35]1. Given the reactants [CH2:1]([OH:6])[C@@H:2]([OH:5])[CH:3]=O.C(O)(=O)C.[CH2:11]([NH:14][C:15]1[C:20]([C:21]#[N:22])=[CH:19][C:18]([C:23]2[O:27][N:26]=[C:25]([C:28]3[CH:38]=[CH:37][C:31]4[CH2:32][CH2:33][NH:34][CH2:35][CH2:36][C:30]=4[CH:29]=3)[N:24]=2)=[CH:17][N:16]=1)[CH2:12][CH3:13].C(O[BH-](OC(=O)C)OC(=O)C)(=O)C.[Na+].C(=O)([O-])O.[Na+], predict the reaction product. (3) The product is: [Cl:1][C:2]1[CH:7]=[C:6]([CH:5]=[CH:4][C:3]=1[O:11][C:12]1[CH:17]=[C:16]([F:18])[CH:15]=[CH:14][C:13]=1[O:19][CH3:20])[NH2:8]. Given the reactants [Cl:1][C:2]1[CH:7]=[C:6]([N+:8]([O-])=O)[CH:5]=[CH:4][C:3]=1[O:11][C:12]1[CH:17]=[C:16]([F:18])[CH:15]=[CH:14][C:13]=1[O:19][CH3:20], predict the reaction product.